From a dataset of Forward reaction prediction with 1.9M reactions from USPTO patents (1976-2016). Predict the product of the given reaction. (1) Given the reactants [O:1]=[C:2]1[CH2:7][CH2:6][NH:5][CH2:4][CH:3]1[C:8]([O-:10])=[O:9].[CH2:11]([O:18][C:19](Cl)=[O:20])[C:12]1[CH:17]=[CH:16][CH:15]=[CH:14][CH:13]=1.[CH2:22](Cl)Cl, predict the reaction product. The product is: [O:1]=[C:2]1[CH2:7][CH2:6][N:5]([C:19]([O:18][CH2:11][C:12]2[CH:17]=[CH:16][CH:15]=[CH:14][CH:13]=2)=[O:20])[CH2:4][CH:3]1[C:8]([O:10][CH3:22])=[O:9]. (2) Given the reactants CC1(C)C2C=CC=C(P(C3C=CC=CC=3)C3C=CC=CC=3)C=2OC2C1=CC=CC=2P(C1C=CC=CC=1)C1C=CC=CC=1.Cl[C:44]1[N:45]=[CH:46][C:47]2[C:52]([CH:53]=1)=[CH:51][CH:50]=[CH:49][CH:48]=2.C(=O)([O-])[O-].[Cs+].[Cs+].[NH2:60][C:61]1[N:66]=[C:65]([O:67][CH2:68][C:69]([O:71][CH2:72][CH3:73])=[O:70])[C:64]([C:74]#[N:75])=[N:63][CH:62]=1, predict the reaction product. The product is: [C:74]([C:64]1[C:65]([O:67][CH2:68][C:69]([O:71][CH2:72][CH3:73])=[O:70])=[N:66][C:61]([NH:60][C:44]2[N:45]=[CH:46][C:47]3[C:52]([CH:53]=2)=[CH:51][CH:50]=[CH:49][CH:48]=3)=[CH:62][N:63]=1)#[N:75]. (3) Given the reactants [C:1]([O:5][C:6](=[O:21])[NH:7][CH2:8][C:9]1[CH:14]=[CH:13][CH:12]=[C:11]([CH:15]2[CH2:20][CH2:19][NH:18][CH2:17][CH2:16]2)[CH:10]=1)([CH3:4])([CH3:3])[CH3:2].C(N(CC)CC)C.[F:29][C:30]1[CH:35]=[CH:34][CH:33]=[CH:32][C:31]=1[C:36]#[C:37][C:38]1[O:42][C:41]([C:43](Cl)=[O:44])=[CH:40][CH:39]=1, predict the reaction product. The product is: [C:1]([O:5][C:6](=[O:21])[NH:7][CH2:8][C:9]1[CH:14]=[CH:13][CH:12]=[C:11]([CH:15]2[CH2:20][CH2:19][N:18]([C:43]([C:41]3[O:42][C:38]([C:37]#[C:36][C:31]4[CH:32]=[CH:33][CH:34]=[CH:35][C:30]=4[F:29])=[CH:39][CH:40]=3)=[O:44])[CH2:17][CH2:16]2)[CH:10]=1)([CH3:4])([CH3:2])[CH3:3]. (4) Given the reactants [Br:1][C:2]1[C:3]([F:14])=[CH:4][CH:5]=[C:6]2[C:11]=1[NH:10][C:9](=O)[C:8]([CH3:13])=[N:7]2.[C:15]([NH2:19])([CH3:18])([CH3:17])[CH3:16], predict the reaction product. The product is: [Br:1][C:2]1[C:3]([F:14])=[CH:4][CH:5]=[C:6]2[C:11]=1[N:10]=[C:9]([NH:19][C:15]([CH3:18])([CH3:17])[CH3:16])[C:8]([CH3:13])=[N:7]2. (5) Given the reactants [Br:1][C:2]1[CH:8]=[CH:7][C:5]([NH2:6])=[C:4]([I:9])[CH:3]=1.[C:10]1([S:16](Cl)(=[O:18])=[O:17])[CH:15]=[CH:14][CH:13]=[CH:12][CH:11]=1.C(N([CH2:25][CH3:26])CC)C, predict the reaction product. The product is: [C:10]1([S:16]([N:6]([S:16]([C:26]2[CH:25]=[CH:12][CH:11]=[CH:10][CH:15]=2)(=[O:18])=[O:17])[C:5]2[CH:7]=[CH:8][C:2]([Br:1])=[CH:3][C:4]=2[I:9])(=[O:18])=[O:17])[CH:15]=[CH:14][CH:13]=[CH:12][CH:11]=1. (6) Given the reactants [NH2:1][CH2:2][C@H:3]([N:5]1[CH:9]=[CH:8][C:7]([C:10]2[CH:17]=[C:16]([F:18])[C:13]([C:14]#[N:15])=[C:12]([F:19])[CH:11]=2)=[N:6]1)[CH3:4].[NH2:20][C:21]1[S:22][CH:23]=[C:24]([C:26](O)=[O:27])[N:25]=1.C1C=CC2N(O)N=NC=2C=1.CCN(C(C)C)C(C)C.CCN=C=NCCCN(C)C, predict the reaction product. The product is: [NH2:20][C:21]1[S:22][CH:23]=[C:24]([C:26]([NH:1][CH2:2][C@H:3]([N:5]2[CH:9]=[CH:8][C:7]([C:10]3[CH:17]=[C:16]([F:18])[C:13]([C:14]#[N:15])=[C:12]([F:19])[CH:11]=3)=[N:6]2)[CH3:4])=[O:27])[N:25]=1. (7) Given the reactants [Li+].C[Si]([N-][Si](C)(C)C)(C)C.[CH3:11][O:12][C:13](=[O:22])[C:14]1[CH:19]=[CH:18][CH:17]=[C:16]([CH:20]=O)[CH:15]=1.[CH2:23]1COC[CH2:24]1, predict the reaction product. The product is: [CH3:11][O:12][C:13](=[O:22])[C:14]1[CH:19]=[CH:18][CH:17]=[C:16]([CH:20]=[CH:23][CH3:24])[CH:15]=1. (8) Given the reactants [NH2:1][C:2]1[CH:7]=[C:6]([C:8]2[CH:13]=[CH:12][C:11]([O:14][CH2:15][CH3:16])=[C:10]([C:17]([F:20])([F:19])[F:18])[CH:9]=2)[N:5]=[C:4]([C:21]#[N:22])[C:3]=1[N+:23]([O-])=O, predict the reaction product. The product is: [NH2:23][C:3]1[C:4]([C:21]#[N:22])=[N:5][C:6]([C:8]2[CH:13]=[CH:12][C:11]([O:14][CH2:15][CH3:16])=[C:10]([C:17]([F:20])([F:18])[F:19])[CH:9]=2)=[CH:7][C:2]=1[NH2:1].